The task is: Predict the reaction yield, written as a fraction of the theoretical maximum amount of product (1.0 means a 100% yield; for example, 0.34 means a 34% yield).. This data is from Reaction yield outcomes from USPTO patents with 853,638 reactions. (1) The reactants are [F:1][C:2]1[C:7]([F:8])=[CH:6][CH:5]=[CH:4][C:3]=1B(O)O.[OH:12]O. The catalyst is ClCCl. The product is [F:1][C:2]1[C:7]([F:8])=[CH:6][CH:5]=[CH:4][C:3]=1[OH:12]. The yield is 0.930. (2) The reactants are Cl.[CH3:2][O:3][C:4](=[O:20])[C:5]1[CH:10]=[C:9]([O:11][CH2:12][C:13]2[CH:18]=[CH:17][CH:16]=[CH:15][CH:14]=2)[CH:8]=[C:7]([NH2:19])[CH:6]=1.N1C=CC=CC=1.[Cl:27][CH2:28][CH2:29][CH2:30][S:31](Cl)(=[O:33])=[O:32]. The catalyst is C(Cl)Cl.CN(C1C=CN=CC=1)C. The product is [CH3:2][O:3][C:4](=[O:20])[C:5]1[CH:6]=[C:7]([NH:19][S:31]([CH2:30][CH2:29][CH2:28][Cl:27])(=[O:33])=[O:32])[CH:8]=[C:9]([O:11][CH2:12][C:13]2[CH:14]=[CH:15][CH:16]=[CH:17][CH:18]=2)[CH:10]=1. The yield is 0.970. (3) The reactants are C(OCC(COC(C1C=CC=CC=1)(C1C=CC=CC=1)C1C=CC=CC=1)OC(=O)CCCCCCC/C=C\C/C=C\CCCCC)(=O)CCCCCCCCCCCCCCC.[C:62]([O:79][CH2:80][C@H:81]([CH2:102][O:103][C:104](=[O:106])[CH3:105])[O:82][C:83](=[O:101])[CH2:84][CH2:85][CH2:86][CH2:87][CH2:88][CH2:89][CH2:90]/[CH:91]=[CH:92]\[CH2:93]/[CH:94]=[CH:95]\[CH2:96][CH2:97][CH2:98][CH2:99][CH3:100])(=[O:78])[CH2:63][CH2:64][CH2:65][CH2:66][CH2:67][CH2:68][CH2:69][CH2:70][CH2:71][CH2:72][CH2:73][CH2:74][CH2:75][CH2:76][CH3:77]. No catalyst specified. The product is [C:62]([O:79][CH2:80][C@@H:81]([CH2:102][O:103][C:104](=[O:106])[CH3:105])[O:82][C:83](=[O:101])[CH2:84][CH2:85][CH2:86][CH2:87][CH2:88][CH2:89][CH2:90]/[CH:91]=[CH:92]\[CH2:93]/[CH:94]=[CH:95]\[CH2:96][CH2:97][CH2:98][CH2:99][CH3:100])(=[O:78])[CH2:63][CH2:64][CH2:65][CH2:66][CH2:67][CH2:68][CH2:69][CH2:70][CH2:71][CH2:72][CH2:73][CH2:74][CH2:75][CH2:76][CH3:77]. The yield is 0.721. (4) The product is [CH2:18]([O:20][C:21]([C:23]1[CH:24]=[N:25][N:26]([CH3:31])[C:27]=1[C:28](=[O:29])[NH:16][C:13]1[CH:14]=[CH:15][N:10]2[N:9]=[C:8]([C:7]3[C:2]([F:1])=[N:3][CH:4]=[CH:5][CH:6]=3)[N:17]=[C:11]2[CH:12]=1)=[O:22])[CH3:19]. The yield is 0.852. No catalyst specified. The reactants are [F:1][C:2]1[C:7]([C:8]2[N:17]=[C:11]3[CH:12]=[C:13]([NH2:16])[CH:14]=[CH:15][N:10]3[N:9]=2)=[CH:6][CH:5]=[CH:4][N:3]=1.[CH2:18]([O:20][C:21]([C:23]1[CH:24]=[N:25][N:26]([CH3:31])[C:27]=1[C:28](O)=[O:29])=[O:22])[CH3:19]. (5) The reactants are C(O)(=O)C.C1([SiH3])C=CC=CC=1.C([N:15]1[N:19]=[N:18][C:17]([C:20]2[CH:25]=[CH:24][C:23]([C:26]3[CH:31]=[CH:30][C:29]([O:32][CH2:33][C:34]4[C:39]([C:40]([O:42][C:43]([CH3:46])([CH3:45])[CH3:44])=[O:41])=[C:38]([OH:47])[C:37]([C:48]([F:51])([F:50])[F:49])=[CH:36][CH:35]=4)=[CH:28][CH:27]=3)=[CH:22][CH:21]=2)=[N:16]1)C=C. The catalyst is C(Cl)Cl.C1C=CC(/C=C/C(/C=C/C2C=CC=CC=2)=O)=CC=1.C1C=CC(/C=C/C(/C=C/C2C=CC=CC=2)=O)=CC=1.C1C=CC(/C=C/C(/C=C/C2C=CC=CC=2)=O)=CC=1.[Pd].[Pd]. The product is [OH:47][C:38]1[C:37]([C:48]([F:51])([F:50])[F:49])=[CH:36][CH:35]=[C:34]([CH2:33][O:32][C:29]2[CH:30]=[CH:31][C:26]([C:23]3[CH:22]=[CH:21][C:20]([C:17]4[NH:18][N:19]=[N:15][N:16]=4)=[CH:25][CH:24]=3)=[CH:27][CH:28]=2)[C:39]=1[C:40]([O:42][C:43]([CH3:46])([CH3:45])[CH3:44])=[O:41]. The yield is 0.710. (6) The reactants are [Cl:1][C:2]1[CH:3]=[C:4]([CH:6]=[CH:7][C:8]=1[CH3:9])[NH2:5].Br[CH2:11][CH2:12][CH2:13][Cl:14].C(N(CC)CC)C.Cl. The catalyst is C(C(C)=O)C.O. The product is [ClH:1].[Cl:1][C:2]1[CH:3]=[C:4]([CH:6]=[CH:7][C:8]=1[CH3:9])[NH:5][CH2:11][CH2:12][CH2:13][Cl:14]. The yield is 0.785. (7) The reactants are [N:1]1[NH:2][C:3](=[O:10])[N:4]2[CH:9]=[CH:8][CH:7]=[CH:6][C:5]=12.[CH2:11](O)[CH2:12][C:13]#[CH:14]. No catalyst specified. The product is [CH2:14]([N:2]1[C:3](=[O:10])[N:4]2[CH:9]=[CH:8][CH:7]=[CH:6][C:5]2=[N:1]1)[CH2:13][C:12]#[CH:11]. The yield is 0.260.